The task is: Predict the reaction yield, written as a fraction of the theoretical maximum amount of product (1.0 means a 100% yield; for example, 0.34 means a 34% yield).. This data is from Reaction yield outcomes from USPTO patents with 853,638 reactions. (1) The reactants are [F:1][C:2]1[CH:7]=[C:6]([NH2:8])[CH:5]=[CH:4][C:3]=1[OH:9].[Cl:10][C:11]1[CH:16]=[C:15](Cl)[CH:14]=[CH:13][N:12]=1. The product is [Cl:10][C:11]1[CH:16]=[C:15]([O:9][C:3]2[CH:4]=[CH:5][C:6]([NH2:8])=[CH:7][C:2]=2[F:1])[CH:14]=[CH:13][N:12]=1. The yield is 0.670. No catalyst specified. (2) The reactants are C(OC([N:8]1[CH2:12][C:11]([F:14])([F:13])[CH2:10][CH:9]1[C:15]1[NH:16][C:17]([C:20]2[CH:25]=[CH:24][C:23]([C:26]3[CH:35]=[CH:34][C:33]4[C:28](=[CH:29][CH:30]=[C:31]([C:36]5[NH:37][C:38]([CH:41]6[CH2:45][CH2:44][CH2:43][N:42]6[C:46](=[O:59])[CH:47]([NH:54][C:55]([O:57][CH3:58])=[O:56])[CH:48]6[CH2:53][CH2:52][O:51][CH2:50][CH2:49]6)=[N:39][CH:40]=5)[CH:32]=4)[CH:27]=3)=[CH:22][CH:21]=2)=[CH:18][N:19]=1)=O)(C)(C)C.Cl.[CH3:61][O:62][C:63]([NH:65][CH:66]([C:70]1[CH:75]=[CH:74][CH:73]=[CH:72][CH:71]=1)[C:67]([OH:69])=O)=[O:64].P([O-])([O-])([O-])=O.[K+].[K+].[K+].CCOC(C(C#N)=NOC(N1CCOCC1)=[N+](C)C)=O.F[P-](F)(F)(F)(F)F. The catalyst is C(Cl)Cl.CO. The product is [CH3:61][O:62][C:63](=[O:64])[NH:65][CH:66]([C:70]1[CH:75]=[CH:74][CH:73]=[CH:72][CH:71]=1)[C:67]([N:8]1[CH2:12][C:11]([F:13])([F:14])[CH2:10][CH:9]1[C:15]1[NH:16][C:17]([C:20]2[CH:21]=[CH:22][C:23]([C:26]3[CH:35]=[CH:34][C:33]4[C:28](=[CH:29][CH:30]=[C:31]([C:36]5[NH:37][C:38]([CH:41]6[CH2:45][CH2:44][CH2:43][N:42]6[C:46](=[O:59])[CH:47]([NH:54][C:55]([O:57][CH3:58])=[O:56])[CH:48]6[CH2:53][CH2:52][O:51][CH2:50][CH2:49]6)=[N:39][CH:40]=5)[CH:32]=4)[CH:27]=3)=[CH:24][CH:25]=2)=[CH:18][N:19]=1)=[O:69]. The yield is 0.490. (3) The reactants are [NH:1]1[C:5](=[O:6])[CH2:4][CH2:3][C@H:2]1[C:7]([OH:9])=[O:8].Cl(O)(=O)(=O)=O.C([O-])(O)=O.[Na+].C(O[C:24]([CH3:27])([CH3:26])[CH3:25])(=O)C. No catalyst specified. The product is [O:6]=[C:5]1[NH:1][C@H:2]([C:7]([O:9][C:24]([CH3:27])([CH3:26])[CH3:25])=[O:8])[CH2:3][CH2:4]1. The yield is 0.720. (4) The yield is 0.390. The product is [CH3:16][O:17][C:18]1[CH:19]=[CH:20][C:21]2[C:25]([C:7]([C:6]3[CH:5]=[CH:4][C:3]([O:2][CH3:1])=[CH:11][CH:10]=3)=[O:9])=[C:24]([C:26]3[CH:27]=[CH:28][C:29]([O:32][CH3:33])=[CH:30][CH:31]=3)[S:23][C:22]=2[CH:34]=1. The reactants are [CH3:1][O:2][C:3]1[CH:11]=[CH:10][C:6]([C:7]([OH:9])=O)=[CH:5][CH:4]=1.S(Cl)(Cl)=O.[CH3:16][O:17][C:18]1[CH:19]=[CH:20][C:21]2[CH:25]=[C:24]([C:26]3[CH:31]=[CH:30][C:29]([O:32][CH3:33])=[CH:28][CH:27]=3)[S:23][C:22]=2[CH:34]=1.[Cl-].[Al+3].[Cl-].[Cl-]. The catalyst is CN(C)C=O.O1CCCC1.C(Cl)(Cl)Cl. (5) The reactants are [C:1]1([C:35]2[CH:40]=[CH:39][CH:38]=[CH:37][CH:36]=2)[CH:6]=[CH:5][C:4]([C@@:7]2([S:31][CH:32]([CH3:34])[CH3:33])[CH2:11][N:10]([C:12](=[O:26])[C@@H:13]([NH:18][C:19]([O:21][C:22]([CH3:25])([CH3:24])[CH3:23])=[O:20])[C:14]([CH3:17])([CH3:16])[CH3:15])[C@H:9]([C:27]([O:29]C)=[O:28])[CH2:8]2)=[CH:3][CH:2]=1.O.[OH-].[Li+]. The catalyst is C1COCC1.CO.O. The product is [C:1]1([C:35]2[CH:36]=[CH:37][CH:38]=[CH:39][CH:40]=2)[CH:6]=[CH:5][C:4]([C@@:7]2([S:31][CH:32]([CH3:33])[CH3:34])[CH2:11][N:10]([C:12](=[O:26])[C@@H:13]([NH:18][C:19]([O:21][C:22]([CH3:23])([CH3:24])[CH3:25])=[O:20])[C:14]([CH3:15])([CH3:16])[CH3:17])[C@H:9]([C:27]([OH:29])=[O:28])[CH2:8]2)=[CH:3][CH:2]=1. The yield is 0.900. (6) The product is [Br:14][C:11]1[CH:10]=[CH:9][C:8]([N:4]2[C:5]([Cl:7])=[CH:6][C:2]([NH:1][C:30](=[O:31])[CH2:29][C:27]#[N:28])=[C:3]2[C:15]([O:17][CH2:18][CH3:19])=[O:16])=[CH:13][CH:12]=1. The yield is 0.660. The reactants are [NH2:1][C:2]1[CH:6]=[C:5]([Cl:7])[N:4]([C:8]2[CH:13]=[CH:12][C:11]([Br:14])=[CH:10][CH:9]=2)[C:3]=1[C:15]([O:17][CH2:18][CH3:19])=[O:16].C(N(CC)CC)C.[C:27]([CH2:29][C:30](O)=[O:31])#[N:28].CCN=C=NCCCN(C)C.Cl.C1C=CC2N(O)N=NC=2C=1. The catalyst is C(Cl)Cl. (7) The reactants are CON(C)[C:4](=[O:14])[CH2:5][NH:6][C:7](=[O:13])[O:8][C:9]([CH3:12])([CH3:11])[CH3:10].[S:16]1[CH:20]=[CH:19][C:18]([Mg]I)=[CH:17]1.[NH4+].[Cl-]. The catalyst is C1COCC1. The product is [O:14]=[C:4]([C:18]1[CH:19]=[CH:20][S:16][CH:17]=1)[CH2:5][NH:6][C:7](=[O:13])[O:8][C:9]([CH3:10])([CH3:11])[CH3:12]. The yield is 0.460. (8) The reactants are [NH2:1][C:2]1[C:7]([C:8]2[CH:9]=[C:10]([NH:16][S:17]([C:20]3[CH:25]=[CH:24][C:23]([O:26][CH3:27])=[CH:22][CH:21]=3)(=[O:19])=[O:18])[C:11]([O:14]C)=[N:12][CH:13]=2)=[C:6]([NH:28][C@H:29]([C:31]2[N:36]([C:37]3[CH:42]=[CH:41][CH:40]=[CH:39][CH:38]=3)[C:35](=[O:43])[C:34]3=[C:44]([CH3:47])[CH:45]=[CH:46][N:33]3[N:32]=2)[CH3:30])[N:5]=[CH:4][N:3]=1.B(Br)(Br)Br. No catalyst specified. The product is [NH2:1][C:2]1[C:7]([C:8]2[CH:9]=[C:10]([NH:16][S:17]([C:20]3[CH:25]=[CH:24][C:23]([O:26][CH3:27])=[CH:22][CH:21]=3)(=[O:19])=[O:18])[C:11]([OH:14])=[N:12][CH:13]=2)=[C:6]([NH:28][C@H:29]([C:31]2[N:36]([C:37]3[CH:42]=[CH:41][CH:40]=[CH:39][CH:38]=3)[C:35](=[O:43])[C:34]3=[C:44]([CH3:47])[CH:45]=[CH:46][N:33]3[N:32]=2)[CH3:30])[N:5]=[CH:4][N:3]=1. The yield is 0.460. (9) The reactants are [Cl:1][C:2]1[C:3]([CH3:27])=[C:4]([NH:10][C@H:11]([C@@H:24]([OH:26])[CH3:25])[C:12]([NH:14][CH2:15][C:16](=[O:23])[C:17]2[CH:22]=[CH:21][CH:20]=[CH:19][CH:18]=2)=[O:13])[CH:5]=[CH:6][C:7]=1[C:8]#[N:9].CN(C=O)C.N1C=CN=C1.[C:38]([Si:42](Cl)([CH3:44])[CH3:43])([CH3:41])([CH3:40])[CH3:39]. The catalyst is CCOC(C)=O.O. The product is [Si:42]([O:26][C@@H:24]([CH3:25])[C@@H:11]([NH:10][C:4]1[CH:5]=[CH:6][C:7]([C:8]#[N:9])=[C:2]([Cl:1])[C:3]=1[CH3:27])[C:12]([NH:14][CH2:15][C:16](=[O:23])[C:17]1[CH:22]=[CH:21][CH:20]=[CH:19][CH:18]=1)=[O:13])([C:38]([CH3:41])([CH3:40])[CH3:39])([CH3:44])[CH3:43]. The yield is 0.800. (10) The reactants are [C:1]([C:5]1[C:6]([OH:19])=[C:7]([CH:12]=[C:13](C(C)(C)C)[CH:14]=1)[C:8]([O:10][CH3:11])=[O:9])([CH3:4])([CH3:3])[CH3:2].[N+:20]([O-])([OH:22])=[O:21].O. The catalyst is C(O)(=O)C. The product is [C:1]([C:5]1[C:6]([OH:19])=[C:7]([CH:12]=[C:13]([N+:20]([O-:22])=[O:21])[CH:14]=1)[C:8]([O:10][CH3:11])=[O:9])([CH3:4])([CH3:3])[CH3:2]. The yield is 0.890.